Task: Regression. Given a peptide amino acid sequence and an MHC pseudo amino acid sequence, predict their binding affinity value. This is MHC class I binding data.. Dataset: Peptide-MHC class I binding affinity with 185,985 pairs from IEDB/IMGT (1) The peptide sequence is AEMVAKYDL. The MHC is HLA-A02:01 with pseudo-sequence HLA-A02:01. The binding affinity (normalized) is 0.0847. (2) The peptide sequence is RRRWRRLTV. The MHC is HLA-A26:01 with pseudo-sequence HLA-A26:01. The binding affinity (normalized) is 0.